From a dataset of Forward reaction prediction with 1.9M reactions from USPTO patents (1976-2016). Predict the product of the given reaction. (1) The product is: [CH2:1]([O:8][CH2:9][CH2:10][N:11]1[C:17](=[O:18])[C@@H:16]([NH:19][C:20](=[O:27])[C@:21]([F:26])([CH3:25])[C:22]([NH:39][CH2:38][C:37]([F:44])([F:36])[C:40]([F:43])([F:42])[F:41])=[O:24])[C:15]2[CH:28]=[CH:29][CH:30]=[CH:31][C:14]=2[C:13]2[CH:32]=[CH:33][CH:34]=[CH:35][C:12]1=2)[C:2]1[CH:3]=[CH:4][CH:5]=[CH:6][CH:7]=1. Given the reactants [CH2:1]([O:8][CH2:9][CH2:10][N:11]1[C:17](=[O:18])[C@@H:16]([NH:19][C:20](=[O:27])[C@:21]([F:26])([CH3:25])[C:22]([OH:24])=O)[C:15]2[CH:28]=[CH:29][CH:30]=[CH:31][C:14]=2[C:13]2[CH:32]=[CH:33][CH:34]=[CH:35][C:12]1=2)[C:2]1[CH:7]=[CH:6][CH:5]=[CH:4][CH:3]=1.[F:36][C:37]([F:44])([C:40]([F:43])([F:42])[F:41])[CH2:38][NH2:39], predict the reaction product. (2) Given the reactants CC(C)([O-])C.[Na+].C1(P(C2CCCCC2)C2C=CC=CC=2C2C=[CH:24][CH:23]=[CH:22][C:21]=2[N:26]([CH3:28])C)CCCCC1.[CH2:35]([C@@H:42]1[NH:47][CH2:46][CH2:45][N:44]([C:48]2[CH:56]=[C:55]3[C:51]([C:52]([CH2:61][CH3:62])=[N:53][N:54]3[CH:57]3[CH2:60][CH2:59][CH2:58]3)=[CH:50][CH:49]=2)[CH2:43]1)[C:36]1[CH:41]=[CH:40][CH:39]=[CH:38][CH:37]=1.BrC1C=NC=CC=1, predict the reaction product. The product is: [CH2:35]([C@@H:42]1[N:47]([C:24]2[CH:28]=[N:26][CH:21]=[CH:22][CH:23]=2)[CH2:46][CH2:45][N:44]([C:48]2[CH:56]=[C:55]3[C:51]([C:52]([CH2:61][CH3:62])=[N:53][N:54]3[CH:57]3[CH2:58][CH2:59][CH2:60]3)=[CH:50][CH:49]=2)[CH2:43]1)[C:36]1[CH:37]=[CH:38][CH:39]=[CH:40][CH:41]=1. (3) The product is: [Br:1][C:2]1[CH:10]=[C:9]2[C:5]([CH:6]=[N:7][N:8]2[S:11]([C:14]2[CH:15]=[CH:16][C:17]([CH3:20])=[CH:18][CH:19]=2)(=[O:12])=[O:13])=[C:4]([C:21]2[O:29][C:28]([CH2:27][Cl:26])=[N:24][N:25]=2)[CH:3]=1. Given the reactants [Br:1][C:2]1[CH:10]=[C:9]2[C:5]([CH:6]=[N:7][N:8]2[S:11]([C:14]2[CH:19]=[CH:18][C:17]([CH3:20])=[CH:16][CH:15]=2)(=[O:13])=[O:12])=[C:4]([C:21]2[NH:25][N:24]=NN=2)[CH:3]=1.[Cl:26][CH2:27][C:28](Cl)=[O:29], predict the reaction product. (4) Given the reactants [O:1]1[CH2:6][CH2:5][N:4]([C:7]2[N:12]=[C:11]([C:13]3[C:21]4[C:16](=[CH:17][CH:18]=[C:19](B5OC(C)(C)C(C)(C)O5)[CH:20]=4)[N:15]([C:31]([O:33][C:34]([CH3:37])([CH3:36])[CH3:35])=[O:32])[CH:14]=3)[CH:10]=[CH:9][CH:8]=2)[CH2:3][CH2:2]1.Br[C:39]1[S:40][C:41]([S:44][CH3:45])=[N:42][N:43]=1.C(=O)([O-])[O-].[K+].[K+], predict the reaction product. The product is: [CH3:45][S:44][C:41]1[S:40][C:39]([C:19]2[CH:20]=[C:21]3[C:16](=[CH:17][CH:18]=2)[N:15]([C:31]([O:33][C:34]([CH3:37])([CH3:36])[CH3:35])=[O:32])[CH:14]=[C:13]3[C:11]2[CH:10]=[CH:9][CH:8]=[C:7]([N:4]3[CH2:3][CH2:2][O:1][CH2:6][CH2:5]3)[N:12]=2)=[N:43][N:42]=1. (5) Given the reactants [NH2:1][C:2]1[N:7]=[C:6]([CH3:8])[C:5]([CH2:9][C:10]2[CH:15]=[CH:14][C:13](CC#N)=[CH:12][CH:11]=2)=[C:4]([NH:19][CH2:20][CH2:21][CH2:22][CH2:23][CH3:24])[N:3]=1.[OH-:25].[Na+].[CH2:27]([OH:29])[CH3:28], predict the reaction product. The product is: [NH2:1][C:2]1[N:7]=[C:6]([CH3:8])[C:5]([CH2:9][C:10]2[CH:15]=[CH:14][C:13]([CH2:28][C:27]([OH:25])=[O:29])=[CH:12][CH:11]=2)=[C:4]([NH:19][CH2:20][CH2:21][CH2:22][CH2:23][CH3:24])[N:3]=1. (6) Given the reactants [Br:1][C:2]1[CH:10]=[CH:9][C:5]([C:6](=[S:8])[NH2:7])=[CH:4][CH:3]=1.C([O-])(O)=O.[Na+].Br[CH:17]([CH2:20][CH2:21][CH2:22][CH2:23][CH2:24][CH2:25][CH2:26][CH3:27])[CH:18]=[O:19], predict the reaction product. The product is: [Br:1][C:2]1[CH:10]=[CH:9][C:5]([C:6]2[S:8][CH:17]([CH2:20][CH2:21][CH2:22][CH2:23][CH2:24][CH2:25][CH2:26][CH3:27])[CH:18]([OH:19])[N:7]=2)=[CH:4][CH:3]=1. (7) Given the reactants C1C2C(COC(=O)[NH:17][C@H:18]([C:31]([O:33][CH2:34][CH2:35][CH2:36][CH2:37][O:38][N+:39]([O-:41])=[O:40])=[O:32])[CH2:19][CH2:20][CH2:21][CH2:22][NH:23][C:24](=[O:30])[O:25][C:26]([CH3:29])([CH3:28])[CH3:27])C3C(=CC=CC=3)C=2C=CC=1.N1CCCCC1, predict the reaction product. The product is: [NH2:17][C@@H:18]([CH2:19][CH2:20][CH2:21][CH2:22][NH:23][C:24]([O:25][C:26]([CH3:29])([CH3:28])[CH3:27])=[O:30])[C:31]([O:33][CH2:34][CH2:35][CH2:36][CH2:37][O:38][N+:39]([O-:41])=[O:40])=[O:32]. (8) Given the reactants [NH2:1][C:2]1[N:6]([C:7]2[CH:12]=[CH:11][CH:10]=[CH:9][CH:8]=2)[N:5]=[C:4]([C:13]2[CH:14]=[CH:15][C:16](=[O:20])[N:17]([CH3:19])[CH:18]=2)[C:3]=1[CH3:21].[OH-].[Na+].Cl[C:25]([O:27][C:28]1[CH:33]=[CH:32][CH:31]=[CH:30][CH:29]=1)=[O:26], predict the reaction product. The product is: [CH3:21][C:3]1[C:4]([C:13]2[CH:14]=[CH:15][C:16](=[O:20])[N:17]([CH3:19])[CH:18]=2)=[N:5][N:6]([C:7]2[CH:8]=[CH:9][CH:10]=[CH:11][CH:12]=2)[C:2]=1[NH:1][C:25](=[O:26])[O:27][C:28]1[CH:33]=[CH:32][CH:31]=[CH:30][CH:29]=1. (9) Given the reactants [F:1][C:2]1[CH:3]=[C:4]([CH:20]=[CH:21][C:22]=1[F:23])[CH2:5][C:6]1([OH:19])[CH2:11][CH2:10][N:9](C(OC(C)(C)C)=O)[CH2:8][CH2:7]1.[ClH:24].C(O)C, predict the reaction product. The product is: [ClH:24].[F:1][C:2]1[CH:3]=[C:4]([CH:20]=[CH:21][C:22]=1[F:23])[CH2:5][C:6]1([OH:19])[CH2:11][CH2:10][NH:9][CH2:8][CH2:7]1.